This data is from Catalyst prediction with 721,799 reactions and 888 catalyst types from USPTO. The task is: Predict which catalyst facilitates the given reaction. (1) Product: [Cl:1][C:2]1[CH:7]=[CH:6][C:5]([C:8]2[N:12]([CH2:13][CH2:14][F:40])[C:11](=[O:16])[N:10]([CH2:17][C:18]([NH:20][C:21]([CH3:33])([C:23]3[CH:28]=[CH:27][CH:26]=[C:25]([C:29]([F:31])([F:30])[F:32])[CH:24]=3)[CH3:22])=[O:19])[N:9]=2)=[CH:4][CH:3]=1. The catalyst class is: 4. Reactant: [Cl:1][C:2]1[CH:7]=[CH:6][C:5]([C:8]2[N:12]([CH2:13][CH2:14]O)[C:11](=[O:16])[N:10]([CH2:17][C:18]([NH:20][C:21]([CH3:33])([C:23]3[CH:28]=[CH:27][CH:26]=[C:25]([C:29]([F:32])([F:31])[F:30])[CH:24]=3)[CH3:22])=[O:19])[N:9]=2)=[CH:4][CH:3]=1.C(N(S(F)(F)[F:40])CC)C.O. (2) Product: [Cl:1][C:2]1[CH:7]=[CH:6][CH:5]=[CH:4][C:3]=1[C:8]1[C:9]([C:19]2[CH:24]=[CH:23][C:22]([Cl:25])=[CH:21][CH:20]=2)=[CH:10][C:11]([C:15]([O:17][CH3:18])=[O:16])=[C:12]([O:14][CH2:33][C:34](=[O:39])[C:35]([CH3:38])([CH3:37])[CH3:36])[N:13]=1. Reactant: [Cl:1][C:2]1[CH:7]=[CH:6][CH:5]=[CH:4][C:3]=1[C:8]1[NH:13][C:12](=[O:14])[C:11]([C:15]([O:17][CH3:18])=[O:16])=[CH:10][C:9]=1[C:19]1[CH:24]=[CH:23][C:22]([Cl:25])=[CH:21][CH:20]=1.C([O-])([O-])=O.[Cs+].[Cs+].Br[CH2:33][C:34](=[O:39])[C:35]([CH3:38])([CH3:37])[CH3:36]. The catalyst class is: 3. (3) Reactant: [CH3:1]C([O-])(C)C.[K+].[CH3:7][O:8][C:9]([C@H:11]1[CH2:16][CH2:15][C@H:14]([NH:17][CH2:18][C:19]2[CH:28]=[CH:27][C:22]3[O:23][CH2:24][CH2:25][O:26][C:21]=3[CH:20]=2)[CH2:13][CH2:12]1)=[O:10].CI. Product: [CH3:7][O:8][C:9]([C@H:11]1[CH2:16][CH2:15][C@H:14]([N:17]([CH2:18][C:19]2[CH:28]=[CH:27][C:22]3[O:23][CH2:24][CH2:25][O:26][C:21]=3[CH:20]=2)[CH3:1])[CH2:13][CH2:12]1)=[O:10]. The catalyst class is: 9. (4) Reactant: C[O:2][C:3]([C:5]1[C:6](=[O:26])[NH:7][C:8]2[C:13]([CH:14]=1)=[CH:12][C:11]([O:15][CH2:16][CH2:17][N:18]1[CH2:23][CH2:22][O:21][CH2:20][CH2:19]1)=[C:10]([O:24][CH3:25])[CH:9]=2)=[O:4].[OH-].[Na+].O.Cl. Product: [CH3:25][O:24][C:10]1[CH:9]=[C:8]2[C:13]([CH:14]=[C:5]([C:3]([OH:4])=[O:2])[C:6](=[O:26])[NH:7]2)=[CH:12][C:11]=1[O:15][CH2:16][CH2:17][N:18]1[CH2:23][CH2:22][O:21][CH2:20][CH2:19]1. The catalyst class is: 5. (5) Reactant: [CH3:1][N:2]1[C:10]2[CH:9]=[CH:8][CH:7]=[C:6]([C:11]#[N:12])[C:5]=2[CH:4]=[CH:3]1.[H-].[Al+3].[Li+].[H-].[H-].[H-]. Product: [NH2:12][CH2:11][C:6]1[CH:7]=[CH:8][CH:9]=[C:10]2[C:5]=1[CH:4]=[CH:3][N:2]2[CH3:1]. The catalyst class is: 1. (6) Reactant: [CH3:1][C:2]1[N:3]([C:11]2[CH:16]=[CH:15][C:14]([OH:17])=[CH:13][CH:12]=2)[C:4]2[C:9]([CH:10]=1)=[CH:8][CH:7]=[CH:6][CH:5]=2.Br[CH2:19][CH2:20][CH2:21][Cl:22].C(=O)([O-])[O-].[K+].[K+]. Product: [Cl:22][CH2:21][CH2:20][CH2:19][O:17][C:14]1[CH:15]=[CH:16][C:11]([N:3]2[C:4]3[C:9](=[CH:8][CH:7]=[CH:6][CH:5]=3)[CH:10]=[C:2]2[CH3:1])=[CH:12][CH:13]=1. The catalyst class is: 131. (7) Reactant: [S:1]1[C:5]2[CH:6]=[CH:7][CH:8]=[CH:9][C:4]=2[C:3]([N:10]2[CH2:15][CH2:14][N:13]([CH2:16][CH2:17][CH2:18][C:19]3[CH:20]=[C:21]4[C:25](=[CH:26][CH:27]=3)[C:24]([CH3:29])([CH3:28])[C:23](=[O:30])[C:22]4([CH3:32])[CH3:31])[CH2:12][CH2:11]2)=[N:2]1.[CH3:33][S:34]([OH:37])(=[O:36])=[O:35]. Product: [CH3:33][S:34]([OH:37])(=[O:36])=[O:35].[S:1]1[C:5]2[CH:6]=[CH:7][CH:8]=[CH:9][C:4]=2[C:3]([N:10]2[CH2:15][CH2:14][N:13]([CH2:16][CH2:17][CH2:18][C:19]3[CH:20]=[C:21]4[C:25](=[CH:26][CH:27]=3)[C:24]([CH3:28])([CH3:29])[C:23](=[O:30])[C:22]4([CH3:32])[CH3:31])[CH2:12][CH2:11]2)=[N:2]1. The catalyst class is: 13. (8) Reactant: [N+:1]([C:4]1[CH:13]=[CH:12][C:11]2[N:10]=[CH:9][CH:8]=[CH:7][C:6]=2[C:5]=1N)([O-:3])=[O:2].[BrH:15].N([O-])=O.[Na+].C([O-])(O)=O.[Na+].C(N(CC(O)=O)CC(O)=O)CN(CC(O)=O)CC(O)=O. Product: [Br:15][C:5]1[C:4]([N+:1]([O-:3])=[O:2])=[CH:13][CH:12]=[C:11]2[C:6]=1[CH:7]=[CH:8][CH:9]=[N:10]2. The catalyst class is: 6. (9) Reactant: [CH3:1][C:2]1[N:40]=[C:5]2[N:6]=[C:7]([C:16]3[CH:21]=[CH:20][C:19]([CH2:22][N:23]4[CH2:28][CH2:27][CH:26]([C:29]5[N:33]=[C:32]([C:34]6[CH:39]=[CH:38][CH:37]=[CH:36][N:35]=6)[NH:31][N:30]=5)[CH2:25][CH2:24]4)=[CH:18][CH:17]=3)[C:8]([C:10]3[CH:15]=[CH:14][CH:13]=[CH:12][CH:11]=3)=[CH:9][N:4]2[N:3]=1.[ClH:41]. Product: [ClH:41].[CH3:1][C:2]1[N:40]=[C:5]2[N:6]=[C:7]([C:16]3[CH:17]=[CH:18][C:19]([CH2:22][N:23]4[CH2:24][CH2:25][CH:26]([C:29]5[N:33]=[C:32]([C:34]6[CH:39]=[CH:38][CH:37]=[CH:36][N:35]=6)[NH:31][N:30]=5)[CH2:27][CH2:28]4)=[CH:20][CH:21]=3)[C:8]([C:10]3[CH:15]=[CH:14][CH:13]=[CH:12][CH:11]=3)=[CH:9][N:4]2[N:3]=1. The catalyst class is: 5.